Dataset: Reaction yield outcomes from USPTO patents with 853,638 reactions. Task: Predict the reaction yield, written as a fraction of the theoretical maximum amount of product (1.0 means a 100% yield; for example, 0.34 means a 34% yield). (1) The reactants are [CH3:1][O:2][CH2:3][CH2:4][O:5][C:6]1[CH:7]=[C:8]2[C:12](=[C:13]([N+:15]([O-:17])=[O:16])[CH:14]=1)[NH:11][C:10]([C:18]([O:20]CC)=[O:19])=[CH:9]2.C(O)(=O)CC(CC(O)=O)(C(O)=O)O. The catalyst is C(O)C.O1CCCC1.[OH-].[Na+]. The product is [CH3:1][O:2][CH2:3][CH2:4][O:5][C:6]1[CH:7]=[C:8]2[C:12](=[C:13]([N+:15]([O-:17])=[O:16])[CH:14]=1)[NH:11][C:10]([C:18]([OH:20])=[O:19])=[CH:9]2. The yield is 0.970. (2) The product is [N:13]1([C:16]2[CH:17]=[N:18][CH:19]=[CH:20][CH:21]=2)[CH:14]=[CH:15][CH:10]=[CH:11][C:12]1=[O:23]. The yield is 0.340. The reactants are ClC1C=CC(CO[C:10]2[CH:15]=[CH:14][N:13]([C:16]3[CH:17]=[N:18][C:19](F)=[CH:20][CH:21]=3)[C:12](=[O:23])[CH:11]=2)=NC=1.C(OC(N1CC[C@@H](N)C1)=O)(C)(C)C.C([O-])([O-])=O.[K+].[K+]. The catalyst is CS(C)=O. (3) The yield is 0.260. The catalyst is C(Cl)Cl. The reactants are [NH:1]1[C:5]2[CH:6]=[CH:7][CH:8]=[CH:9][C:4]=2[N:3]=[C:2]1[CH2:10][N:11]([CH:21]1[C:30]2[N:29]=[CH:28][CH:27]=[CH:26][C:25]=2[CH2:24][CH2:23][CH2:22]1)[CH2:12][C:13]1[CH:18]=[CH:17][C:16]([CH2:19][NH2:20])=[CH:15][CH:14]=1.[Cl:31][C:32]1[C:33]([CH:42]=O)=[N:34][CH:35]=[C:36]([C:38]([F:41])([F:40])[F:39])[CH:37]=1.[BH-](OC(C)=O)(OC(C)=O)OC(C)=O.[Na+]. The product is [Cl:31][C:32]1[C:33]([CH2:42][NH:20][CH2:19][C:16]2[CH:15]=[CH:14][C:13]([CH2:12][N:11]([CH2:10][C:2]3[NH:3][C:4]4[CH:9]=[CH:8][CH:7]=[CH:6][C:5]=4[N:1]=3)[CH:21]3[C:30]4[N:29]=[CH:28][CH:27]=[CH:26][C:25]=4[CH2:24][CH2:23][CH2:22]3)=[CH:18][CH:17]=2)=[N:34][CH:35]=[C:36]([C:38]([F:40])([F:39])[F:41])[CH:37]=1. (4) The yield is 1.00. The product is [F:1][C:2]1[CH:3]=[C:4]([CH2:9][C:10]([Cl:16])=[O:12])[CH:5]=[C:6]([F:8])[CH:7]=1. The reactants are [F:1][C:2]1[CH:3]=[C:4]([CH2:9][C:10]([OH:12])=O)[CH:5]=[C:6]([F:8])[CH:7]=1.C(Cl)(=O)C([Cl:16])=O.CN(C=O)C. The catalyst is C(Cl)Cl.